This data is from Reaction yield outcomes from USPTO patents with 853,638 reactions. The task is: Predict the reaction yield, written as a fraction of the theoretical maximum amount of product (1.0 means a 100% yield; for example, 0.34 means a 34% yield). (1) The reactants are [C:1]([C:5]1[N:10]=[C:9]([NH:11][C:12]2[CH:17]=[C:16](Cl)[N:15]=[N:14][C:13]=2[C:19]([NH2:21])=[O:20])[CH:8]=[CH:7][CH:6]=1)([CH3:4])([CH3:3])[CH3:2].[NH2:22][C@@H:23]1[CH2:28][CH2:27][O:26][CH2:25][C@@H:24]1[NH:29][C:30](=[O:36])[O:31][C:32]([CH3:35])([CH3:34])[CH3:33]. The catalyst is CN1C(=O)CCC1. The product is [C:1]([C:5]1[N:10]=[C:9]([NH:11][C:12]2[CH:17]=[C:16]([NH:22][C@@H:23]3[CH2:28][CH2:27][O:26][CH2:25][C@@H:24]3[NH:29][C:30](=[O:36])[O:31][C:32]([CH3:34])([CH3:33])[CH3:35])[N:15]=[N:14][C:13]=2[C:19](=[O:20])[NH2:21])[CH:8]=[CH:7][CH:6]=1)([CH3:4])([CH3:3])[CH3:2]. The yield is 0.460. (2) The reactants are [CH3:1][O:2][C:3](=[O:47])[NH:4][C@@H:5]([CH:44]([CH3:46])[CH3:45])[C:6]([N:8]1[CH2:12][C@@H:11]([CH3:13])[CH2:10][C@H:9]1[C:14]1[NH:18][C:17]2[C:19]3[C:24]([CH:25]=[CH:26][C:16]=2[N:15]=1)=[CH:23][C:22]1[C:27]2[C:32]([CH2:33][O:34][C:21]=1[CH:20]=3)=[CH:31][C:30](B1OC(C)(C)C(C)(C)O1)=[CH:29][CH:28]=2)=[O:7].Br[C:49]1[NH:53][C:52]([C@@H:54]2[CH2:58][CH2:57][CH2:56][N:55]2[C:59]([O:61][C:62]([CH3:65])([CH3:64])[CH3:63])=[O:60])=[N:51][CH:50]=1.C([O-])([O-])=O.[K+].[K+]. The catalyst is COCCOC.C1C=CC([P]([Pd]([P](C2C=CC=CC=2)(C2C=CC=CC=2)C2C=CC=CC=2)([P](C2C=CC=CC=2)(C2C=CC=CC=2)C2C=CC=CC=2)[P](C2C=CC=CC=2)(C2C=CC=CC=2)C2C=CC=CC=2)(C2C=CC=CC=2)C2C=CC=CC=2)=CC=1.C1C=CC(P(C2C=CC=CC=2)[C-]2C=CC=C2)=CC=1.C1C=CC(P(C2C=CC=CC=2)[C-]2C=CC=C2)=CC=1.Cl[Pd]Cl.[Fe+2]. The product is [CH3:1][O:2][C:3]([NH:4][C@H:5]([C:6]([N:8]1[CH2:12][C@@H:11]([CH3:13])[CH2:10][C@H:9]1[C:14]1[NH:18][C:17]2[C:19]3[C:24]([CH:25]=[CH:26][C:16]=2[N:15]=1)=[CH:23][C:22]1[C:27]2[C:32]([CH2:33][O:34][C:21]=1[CH:20]=3)=[CH:31][C:30]([C:49]1[NH:53][C:52]([C@@H:54]3[CH2:58][CH2:57][CH2:56][N:55]3[C:59]([O:61][C:62]([CH3:65])([CH3:64])[CH3:63])=[O:60])=[N:51][CH:50]=1)=[CH:29][CH:28]=2)=[O:7])[CH:44]([CH3:46])[CH3:45])=[O:47]. The yield is 0.240. (3) The reactants are [CH3:1][S:2](Cl)(=[O:4])=[O:3].[C:6]([O:10][C:11](=[O:40])[NH:12][C:13]([C:15]1[S:16][C:17]([S:38][CH3:39])=[C:18]([S:20]([C:23]2[CH:24]=[C:25]([C:29]3[C:34]([CH3:35])=[CH:33][CH:32]=[CH:31][C:30]=3[CH2:36][OH:37])[CH:26]=[CH:27][CH:28]=2)(=[O:22])=[O:21])[CH:19]=1)=[NH:14])([CH3:9])([CH3:8])[CH3:7].C(N(CC)CC)C.CCOC(C)=O. The catalyst is C1COCC1. The product is [C:6]([O:10][C:11]([NH:12][C:13](=[NH:14])[C:15]1[S:16][C:17]([S:38][CH3:39])=[C:18]([S:20]([C:23]2[CH:24]=[C:25]([C:29]3[C:34]([CH3:35])=[CH:33][CH:32]=[CH:31][C:30]=3[CH2:36][O:37][S:2]([CH3:1])(=[O:4])=[O:3])[CH:26]=[CH:27][CH:28]=2)(=[O:22])=[O:21])[CH:19]=1)=[O:40])([CH3:8])([CH3:9])[CH3:7]. The yield is 0.140. (4) The reactants are [OH-].[K+].[C:3]([O:7][C:8](=[O:24])[CH2:9][N:10]=C(C1C=CC=CC=1)C1C=CC=CC=1)([CH3:6])([CH3:5])[CH3:4].[Br:25][C:26]1[CH:31]=[CH:30][CH:29]=[CH:28][C:27]=1[CH2:32][CH2:33][CH2:34]Br.Cl.C(=O)(O)[O-].[Na+]. The catalyst is CS(C)=O.C(OCC)(=O)C. The product is [NH2:10][CH:9]([CH2:34][CH2:33][CH2:32][C:27]1[CH:28]=[CH:29][CH:30]=[CH:31][C:26]=1[Br:25])[C:8]([O:7][C:3]([CH3:6])([CH3:5])[CH3:4])=[O:24]. The yield is 0.864. (5) The reactants are [CH2:1]([C@:4]1([C:20]2[CH:25]=[CH:24][C:23]([F:26])=[CH:22][CH:21]=2)[CH2:9][CH2:8][N:7]([C@H:10]([C:12]2[CH:17]=[CH:16][C:15](Br)=[CH:14][CH:13]=2)[CH3:11])[C:6](=[O:19])[NH:5]1)[CH:2]=[CH2:3].[F:27][C:28]1[CH:33]=[C:32]([F:34])[CH:31]=[CH:30][C:29]=1B(O)O.C([O-])([O-])=O.[Cs+].[Cs+]. The catalyst is O1CCOCC1.Cl[Pd](Cl)([P](C1C=CC=CC=1)(C1C=CC=CC=1)C1C=CC=CC=1)[P](C1C=CC=CC=1)(C1C=CC=CC=1)C1C=CC=CC=1. The product is [CH2:1]([C@:4]1([C:20]2[CH:25]=[CH:24][C:23]([F:26])=[CH:22][CH:21]=2)[CH2:9][CH2:8][N:7]([C@H:10]([C:12]2[CH:17]=[CH:16][C:15]([C:31]3[CH:30]=[CH:29][C:28]([F:27])=[CH:33][C:32]=3[F:34])=[CH:14][CH:13]=2)[CH3:11])[C:6](=[O:19])[NH:5]1)[CH:2]=[CH2:3]. The yield is 0.590.